From a dataset of Catalyst prediction with 721,799 reactions and 888 catalyst types from USPTO. Predict which catalyst facilitates the given reaction. (1) The catalyst class is: 2. Reactant: [NH2:1][CH2:2][C:3]([C:6]1[CH:7]=[C:8]([C:16]2[N:20]([CH2:21][CH:22]3[CH2:27][CH2:26][CH2:25][CH2:24][CH2:23]3)[C:19]([CH3:28])=[C:18]([S:29]([NH2:32])(=[O:31])=[O:30])[CH:17]=2)[CH:9]=[C:10]([C:12]([CH3:15])([CH3:14])[CH3:13])[CH:11]=1)([CH3:5])[CH3:4].[CH3:33][C:34](OC(C)=O)=[O:35]. Product: [C:12]([C:10]1[CH:11]=[C:6]([C:3]([CH3:4])([CH3:5])[CH2:2][NH:1][C:34](=[O:35])[CH3:33])[CH:7]=[C:8]([C:16]2[N:20]([CH2:21][CH:22]3[CH2:27][CH2:26][CH2:25][CH2:24][CH2:23]3)[C:19]([CH3:28])=[C:18]([S:29](=[O:31])(=[O:30])[NH2:32])[CH:17]=2)[CH:9]=1)([CH3:13])([CH3:14])[CH3:15]. (2) Reactant: [CH:1]1[C:13]2[C:12](=[CH:14][C:15]([NH:17][CH2:18][CH2:19][CH2:20][CH2:21][CH2:22][CH2:23][CH2:24][C:25]([OH:27])=O)=[O:16])[C:11]3[C:6](=[CH:7][CH:8]=[CH:9][CH:10]=3)[C:5]=2[CH:4]=[CH:3][CH:2]=1.C(N(CC)CC)C.ClC(OCC)=O.[NH2:41][OH:42]. Product: [CH:10]1[C:11]2[C:12](=[CH:14][C:15]([NH:17][CH2:18][CH2:19][CH2:20][CH2:21][CH2:22][CH2:23][CH2:24][C:25]([NH:41][OH:42])=[O:27])=[O:16])[C:13]3[C:5](=[CH:4][CH:3]=[CH:2][CH:1]=3)[C:6]=2[CH:7]=[CH:8][CH:9]=1. The catalyst class is: 650.